From a dataset of Reaction yield outcomes from USPTO patents with 853,638 reactions. Predict the reaction yield, written as a fraction of the theoretical maximum amount of product (1.0 means a 100% yield; for example, 0.34 means a 34% yield). The reactants are I[C:2]1[CH:7]=[C:6]([S:8]([CH3:11])(=[O:10])=[O:9])[CH:5]=[C:4]([I:12])[C:3]=1[OH:13].[CH:14]#[C:15][CH2:16][CH3:17]. The catalyst is N1C=CC=CC=1.Cl. The product is [CH2:16]([C:15]1[O:13][C:3]2[C:4]([I:12])=[CH:5][C:6]([S:8]([CH3:11])(=[O:10])=[O:9])=[CH:7][C:2]=2[CH:14]=1)[CH3:17]. The yield is 0.480.